From a dataset of Peptide-MHC class II binding affinity with 134,281 pairs from IEDB. Regression. Given a peptide amino acid sequence and an MHC pseudo amino acid sequence, predict their binding affinity value. This is MHC class II binding data. (1) The peptide sequence is EPTAAPAEPEAPAPE. The MHC is HLA-DPA10103-DPB10401 with pseudo-sequence HLA-DPA10103-DPB10401. The binding affinity (normalized) is 0. (2) The peptide sequence is ERWMLVTSDLKCFGN. The MHC is DRB1_0101 with pseudo-sequence DRB1_0101. The binding affinity (normalized) is 0.906. (3) The peptide sequence is STWLLKPGAGIMIFD. The MHC is DRB1_0301 with pseudo-sequence DRB1_0301. The binding affinity (normalized) is 0.181. (4) The peptide sequence is SSYAATEVANAAAGQ. The MHC is HLA-DPA10201-DPB10501 with pseudo-sequence HLA-DPA10201-DPB10501. The binding affinity (normalized) is 0.277.